From a dataset of Forward reaction prediction with 1.9M reactions from USPTO patents (1976-2016). Predict the product of the given reaction. (1) Given the reactants [CH3:1][O:2][C:3]([CH:5]([C:7]1[CH:16]=[CH:15][C:10]([CH2:11][CH:12]([CH3:14])[CH3:13])=[CH:9][CH:8]=1)[CH3:6])=[O:4].P([O-])([O-])([O-])=[O:18].[K+].[K+].[K+], predict the reaction product. The product is: [OH:18][C:12]([CH3:13])([CH3:14])[CH2:11][C:10]1[CH:9]=[CH:8][C:7]([CH:5]([CH3:6])[C:3]([O:2][CH3:1])=[O:4])=[CH:16][CH:15]=1. (2) Given the reactants [Cl:1][C:2]1[N:3]=[C:4]([N:19]2[CH2:24][CH2:23][O:22][CH2:21][CH2:20]2)[C:5]2[N:11]=[C:10]([CH2:12][CH:13]3[CH2:18][CH2:17][NH:16][CH2:15][CH2:14]3)[CH:9]=[CH:8][C:6]=2[N:7]=1.[CH3:25][CH:26]([CH3:30])[C:27](O)=[O:28].ON1C2C=CC=CC=2N=N1.Cl.CN(C)CCCN=C=NCC.C(N(C(C)C)CC)(C)C, predict the reaction product. The product is: [Cl:1][C:2]1[N:3]=[C:4]([N:19]2[CH2:20][CH2:21][O:22][CH2:23][CH2:24]2)[C:5]2[N:11]=[C:10]([CH2:12][CH:13]3[CH2:18][CH2:17][N:16]([C:27](=[O:28])[CH:26]([CH3:30])[CH3:25])[CH2:15][CH2:14]3)[CH:9]=[CH:8][C:6]=2[N:7]=1. (3) Given the reactants [O:1]1[C:5]2[CH:6]=[CH:7][CH:8]=[C:9]([C:10]3([N:23]4[CH2:32][C@H:31]([OH:33])[CH2:30][C@H:24]4[C:25]([N:27]([CH3:29])[CH3:28])=[O:26])[C:18]4[C:13](=[CH:14][CH:15]=[C:16]([N+:19]([O-:21])=[O:20])[CH:17]=4)[NH:12][C:11]3=[O:22])[C:4]=2[O:3][CH2:2]1.[CH3:34][O:35][C:36]1[CH:41]=[CH:40][C:39]([S:42](Cl)(=[O:44])=[O:43])=[C:38]([O:46][C:47]([F:50])([F:49])[F:48])[CH:37]=1, predict the reaction product. The product is: [O:1]1[C:5]2[CH:6]=[CH:7][CH:8]=[C:9]([C:10]3([N:23]4[CH2:32][C@H:31]([OH:33])[CH2:30][C@H:24]4[C:25]([N:27]([CH3:29])[CH3:28])=[O:26])[C:18]4[C:13](=[CH:14][CH:15]=[C:16]([N+:19]([O-:21])=[O:20])[CH:17]=4)[N:12]([S:42]([C:39]4[CH:40]=[CH:41][C:36]([O:35][CH3:34])=[CH:37][C:38]=4[O:46][C:47]([F:48])([F:49])[F:50])(=[O:44])=[O:43])[C:11]3=[O:22])[C:4]=2[O:3][CH2:2]1. (4) Given the reactants FC1C(O[C:9]([CH:11]2[CH2:15][C:14](=[O:16])[NH:13][CH2:12]2)=[O:10])=C(F)C(F)=C(F)C=1F.[NH:21]1[CH2:26][CH2:25][NH:24][CH2:23][CH2:22]1.C(Cl)Cl, predict the reaction product. The product is: [N:21]1([C:9]([CH:11]2[CH2:12][NH:13][C:14](=[O:16])[CH2:15]2)=[O:10])[CH2:26][CH2:25][NH:24][CH2:23][CH2:22]1. (5) Given the reactants C([O:5][C:6](=[O:46])[CH2:7][CH2:8][N:9](C(OC(C)(C)C)=O)[CH2:10][C:11]([N:13]1[C:21]2[C:16](=[CH:17][C:18]([O:22][CH2:23][C:24]3[CH:29]=[CH:28][C:27]([CH:30]4[CH2:34][CH2:33][CH2:32][CH2:31]4)=[C:26]([C:35]([F:38])([F:37])[F:36])[CH:25]=3)=[CH:19][CH:20]=2)[CH2:15][CH2:14]1)=[O:12])(C)(C)C.C(O)(C(F)(F)F)=O, predict the reaction product. The product is: [CH:30]1([C:27]2[CH:28]=[CH:29][C:24]([CH2:23][O:22][C:18]3[CH:17]=[C:16]4[C:21](=[CH:20][CH:19]=3)[N:13]([C:11](=[O:12])[CH2:10][NH:9][CH2:8][CH2:7][C:6]([OH:46])=[O:5])[CH2:14][CH2:15]4)=[CH:25][C:26]=2[C:35]([F:38])([F:36])[F:37])[CH2:31][CH2:32][CH2:33][CH2:34]1. (6) Given the reactants [OH:1][C:2]1[CH:7]=[CH:6][C:5]([C:8](=[O:10])[CH3:9])=[C:4]([CH3:11])[CH:3]=1.C(=O)([O-])[O-].[K+].[K+].[CH2:18](Br)[C:19]1[CH:24]=[CH:23][CH:22]=[CH:21][CH:20]=1.[Cl-].[NH4+], predict the reaction product. The product is: [CH2:18]([O:1][C:2]1[CH:7]=[CH:6][C:5]([C:8](=[O:10])[CH3:9])=[C:4]([CH3:11])[CH:3]=1)[C:19]1[CH:24]=[CH:23][CH:22]=[CH:21][CH:20]=1. (7) Given the reactants [Br:1][C:2]1[CH:7]=[CH:6][C:5]([OH:8])=[CH:4][CH:3]=1.C1(=O)O[CH2:12][CH2:11][O:10]1.N1C=CN=C1, predict the reaction product. The product is: [Br:1][C:2]1[CH:7]=[CH:6][C:5]([O:8][CH2:12][CH2:11][OH:10])=[CH:4][CH:3]=1.